Dataset: Reaction yield outcomes from USPTO patents with 853,638 reactions. Task: Predict the reaction yield, written as a fraction of the theoretical maximum amount of product (1.0 means a 100% yield; for example, 0.34 means a 34% yield). (1) The reactants are [NH2:1][C:2]1[CH:7]=[CH:6][C:5]([OH:8])=[C:4]([F:9])[C:3]=1[F:10].CC(C)([O-])C.[K+].[Cl:17][C:18]1[CH:23]=[C:22](Cl)[CH:21]=[CH:20][N:19]=1. The catalyst is CC(N(C)C)=O. The product is [Cl:17][C:18]1[CH:23]=[C:22]([O:8][C:5]2[CH:6]=[CH:7][C:2]([NH2:1])=[C:3]([F:10])[C:4]=2[F:9])[CH:21]=[CH:20][N:19]=1. The yield is 0.660. (2) The reactants are [CH2:1]1[C:4]2([CH2:43][O:42][C:7]3([CH2:12][CH2:11][CH:10]([N:13]4[C:18](=[O:19])[C:17]([CH2:20][C:21]5[CH:26]=[CH:25][C:24]([C:27]6[C:28]([C:33]#[N:34])=[CH:29][CH:30]=[CH:31][CH:32]=6)=[CH:23][C:22]=5[F:35])=[C:16]([CH2:36][CH2:37][CH3:38])[N:15]5[N:39]=[CH:40][N:41]=[C:14]45)[CH2:9][CH2:8]3)[O:6][CH2:5]2)[CH2:3][CH2:2]1.[C:44]([BH3-])#N.[Na+].CC(OI1(OC(C)=O)(OC(C)=O)OC(=O)C2C1=CC=CC=2)=O.C(=O)([O-])O.[Na+].S([O-])([O-])(=O)=S.[Na+].[Na+].C[Mg]Br.[Cl-].[NH4+]. The catalyst is C(OCC)(=O)C.C(#N)C.O1CCCC1. The product is [F:35][C:22]1[CH:23]=[C:24]([C:27]2[C:28]([C:33]#[N:34])=[CH:29][CH:30]=[CH:31][CH:32]=2)[CH:25]=[CH:26][C:21]=1[CH2:20][C:17]1[C:18](=[O:19])[N:13]([C@H:10]2[CH2:9][CH2:8][C@H:7]([O:6][CH2:5][C:4]3([CH:43]([OH:42])[CH3:44])[CH2:3][CH2:2][CH2:1]3)[CH2:12][CH2:11]2)[C:14]2[N:15]([N:39]=[CH:40][N:41]=2)[C:16]=1[CH2:36][CH2:37][CH3:38]. The yield is 0.190. (3) The reactants are [CH2:1]([O:3][C:4]([C:6]1[N:7]=[C:8]([CH2:11]Cl)[S:9][CH:10]=1)=[O:5])[CH3:2].C(=O)([O-])[O-].[K+].[K+].Cl.[CH3:20][NH:21][CH3:22].C(Cl)Cl. The catalyst is CN(C=O)C. The product is [CH3:20][N:21]([CH2:11][C:8]1[S:9][CH:10]=[C:6]([C:4]([O:3][CH2:1][CH3:2])=[O:5])[N:7]=1)[CH3:22]. The yield is 0.342. (4) The product is [F:19][C:20]1[CH:25]=[C:24]([CH2:26][O:27][CH:28]([CH3:29])[CH3:30])[CH:23]=[C:22]([F:31])[C:21]=1[B:5]1[O:6][C:7]([CH3:12])([CH3:13])[C:8]([CH3:10])([CH3:11])[O:9]1. The reactants are C(O[B:5]1[O:9][C:8]([CH3:11])([CH3:10])[C:7]([CH3:13])([CH3:12])[O:6]1)(C)C.C([Li])CCC.[F:19][C:20]1[CH:25]=[C:24]([CH2:26][O:27][CH:28]([CH3:30])[CH3:29])[CH:23]=[C:22]([F:31])[CH:21]=1. The yield is 0.950. No catalyst specified. (5) The reactants are [CH:1]1([C@H:7]([NH:12][C:13]([C:15]2[N:16]=[C:17]([C:33]3[CH:38]=[CH:37][C:36]([O:39][CH3:40])=[CH:35][CH:34]=3)[S:18][C:19]=2[NH:20][C:21]([NH:23][C:24]2[C:29]([CH3:30])=[CH:28][C:27]([CH3:31])=[CH:26][C:25]=2[CH3:32])=[O:22])=[O:14])[C:8]([O:10]C)=[O:9])[CH2:6][CH2:5][CH2:4][CH2:3][CH2:2]1.[OH-].[Li+].Cl. The catalyst is O1CCOCC1.O. The product is [CH:1]1([C@H:7]([NH:12][C:13]([C:15]2[N:16]=[C:17]([C:33]3[CH:34]=[CH:35][C:36]([O:39][CH3:40])=[CH:37][CH:38]=3)[S:18][C:19]=2[NH:20][C:21]([NH:23][C:24]2[C:25]([CH3:32])=[CH:26][C:27]([CH3:31])=[CH:28][C:29]=2[CH3:30])=[O:22])=[O:14])[C:8]([OH:10])=[O:9])[CH2:6][CH2:5][CH2:4][CH2:3][CH2:2]1. The yield is 0.760. (6) The reactants are Cl[C:2]1[C:3]2[CH:20]=[CH:19][N:18]([CH2:21][CH3:22])[C:4]=2[N:5]=[C:6]([S:8]([C:11]2[CH:16]=[CH:15][C:14]([F:17])=[CH:13][CH:12]=2)(=[O:10])=[O:9])[N:7]=1.[CH3:23][C:24]1[NH:28][N:27]=[C:26]([NH2:29])[CH:25]=1.[I-].[Na+].CCN(C(C)C)C(C)C. The catalyst is CN(C=O)C. The product is [CH2:21]([N:18]1[C:4]2[N:5]=[C:6]([S:8]([C:11]3[CH:12]=[CH:13][C:14]([F:17])=[CH:15][CH:16]=3)(=[O:9])=[O:10])[N:7]=[C:2]([NH:29][C:26]3[CH:25]=[C:24]([CH3:23])[NH:28][N:27]=3)[C:3]=2[CH:20]=[CH:19]1)[CH3:22]. The yield is 0.0900. (7) The reactants are [Si]([O:8][C@H:9]([CH2:35][O:36][C:37]1[CH:42]=[CH:41][CH:40]=[CH:39][CH:38]=1)[CH2:10][NH:11][CH2:12][C@H:13]1[CH2:22][CH2:21][C:20]2[C:15](=[CH:16][CH:17]=[C:18]([N:23]([CH3:34])[C:24]3[CH:33]=[CH:32][C:27]([C:28]([O:30][CH3:31])=[O:29])=[CH:26][CH:25]=3)[CH:19]=2)[O:14]1)(C(C)(C)C)(C)C.[ClH:43]. The catalyst is O1CCOCC1. The product is [ClH:43].[OH:8][C@H:9]([CH2:35][O:36][C:37]1[CH:38]=[CH:39][CH:40]=[CH:41][CH:42]=1)[CH2:10][NH:11][CH2:12][C@H:13]1[CH2:22][CH2:21][C:20]2[C:15](=[CH:16][CH:17]=[C:18]([N:23]([CH3:34])[C:24]3[CH:33]=[CH:32][C:27]([C:28]([O:30][CH3:31])=[O:29])=[CH:26][CH:25]=3)[CH:19]=2)[O:14]1. The yield is 0.780. (8) The yield is 0.696. The catalyst is O1CCCC1. The product is [Si:1]([O:18][CH2:19][CH2:20][CH:21]1[CH2:24][CH:23]([OH:25])[CH2:22]1)([C:14]([CH3:17])([CH3:15])[CH3:16])([C:8]1[CH:13]=[CH:12][CH:11]=[CH:10][CH:9]=1)[C:2]1[CH:3]=[CH:4][CH:5]=[CH:6][CH:7]=1. The reactants are [Si:1]([O:18][CH2:19][CH2:20][CH:21]1[CH2:24][C:23](=[O:25])[CH2:22]1)([C:14]([CH3:17])([CH3:16])[CH3:15])([C:8]1[CH:13]=[CH:12][CH:11]=[CH:10][CH:9]=1)[C:2]1[CH:7]=[CH:6][CH:5]=[CH:4][CH:3]=1.[BH4-].[Na+]. (9) The reactants are [CH2:1]([O:8][CH:9]1[CH2:14][CH2:13][CH2:12][CH2:11][CH:10]1[NH2:15])[C:2]1[CH:7]=[CH:6][CH:5]=[CH:4][CH:3]=1.[C:16]([O:20][C:21](O[C:21]([O:20][C:16]([CH3:19])([CH3:18])[CH3:17])=[O:22])=[O:22])([CH3:19])([CH3:18])[CH3:17].C(N(CC)CC)C. The catalyst is ClCCl. The product is [C:16]([O:20][C:21](=[O:22])[NH:15][C@@H:10]1[CH2:11][CH2:12][CH2:13][CH2:14][C@H:9]1[O:8][CH2:1][C:2]1[CH:7]=[CH:6][CH:5]=[CH:4][CH:3]=1)([CH3:19])([CH3:18])[CH3:17]. The yield is 0.950. (10) The reactants are N[C:2](N)=[S:3].[Cl:5][C:6]1[CH:7]=[C:8]([CH:11]=[CH:12][C:13]=1[O:14][CH3:15])CBr.[OH-].[Na+].Cl. The catalyst is C(O)C.C(OCC)C. The product is [Cl:5][C:6]1[CH:7]=[C:8]([CH2:2][SH:3])[CH:11]=[CH:12][C:13]=1[O:14][CH3:15]. The yield is 0.830.